Dataset: Catalyst prediction with 721,799 reactions and 888 catalyst types from USPTO. Task: Predict which catalyst facilitates the given reaction. (1) Reactant: Cl.CN(C)CCCN=C=NCC.[NH2:13][C:14]1[C:15]([C:20]([NH:22][C@H:23]2[CH2:28][CH2:27][C@H:26]([C@H:29]([NH:33][C:34]([O:36][C:37]([CH3:40])([CH3:39])[CH3:38])=[O:35])[C:30](O)=[O:31])[CH2:25][CH2:24]2)=[O:21])=[N:16][CH:17]=[CH:18][N:19]=1.[S:41]1[CH2:45][CH2:44][NH:43][CH2:42]1.OC1C2N=NNC=2C=CC=1. Product: [C:37]([O:36][C:34](=[O:35])[NH:33][C@@H:29]([C@H:26]1[CH2:27][CH2:28][C@H:23]([NH:22][C:20]([C:15]2[C:14]([NH2:13])=[N:19][CH:18]=[CH:17][N:16]=2)=[O:21])[CH2:24][CH2:25]1)[C:30](=[O:31])[N:43]1[CH2:44][CH2:45][S:41][CH2:42]1)([CH3:38])([CH3:40])[CH3:39]. The catalyst class is: 96. (2) The catalyst class is: 1. Product: [OH:6][CH:7]([C:17]1[C:18]([CH3:50])=[N:19][O:20][C:21]=1[C:22]1[CH:27]=[CH:26][C:25]([C:28]2[CH:33]=[CH:32][C:31]([C:34]3([C:37]([NH:39][S:40]([C:43]4[CH:48]=[CH:47][C:46]([CH3:49])=[CH:45][CH:44]=4)(=[O:41])=[O:42])=[O:38])[CH2:36][CH2:35]3)=[CH:30][CH:29]=2)=[CH:24][CH:23]=1)[CH2:8][CH2:9][CH2:10][C:11]1[CH:16]=[CH:15][CH:14]=[CH:13][CH:12]=1. Reactant: C([Si](C)(C)[O:6][CH:7]([C:17]1[C:18]([CH3:50])=[N:19][O:20][C:21]=1[C:22]1[CH:27]=[CH:26][C:25]([C:28]2[CH:33]=[CH:32][C:31]([C:34]3([C:37]([NH:39][S:40]([C:43]4[CH:48]=[CH:47][C:46]([CH3:49])=[CH:45][CH:44]=4)(=[O:42])=[O:41])=[O:38])[CH2:36][CH2:35]3)=[CH:30][CH:29]=2)=[CH:24][CH:23]=1)[CH2:8][CH2:9][CH2:10][C:11]1[CH:16]=[CH:15][CH:14]=[CH:13][CH:12]=1)(C)(C)C.[F-].C([N+](CCCC)(CCCC)CCCC)CCC. (3) Reactant: [CH3:1][O:2][C:3]1[CH:4]=[C:5]([CH2:11][C:12]([O:14]C)=O)[CH:6]=[C:7]([O:9][CH3:10])[CH:8]=1.[NH2:16][C:17]1[C:22]([CH:23]=O)=[CH:21][N:20]=[C:19]([S:25][CH3:26])[N:18]=1.C([O-])([O-])=O.[K+].[K+].O. Product: [CH3:10][O:9][C:7]1[CH:6]=[C:5]([C:11]2[C:12](=[O:14])[NH:16][C:17]3[N:18]=[C:19]([S:25][CH3:26])[N:20]=[CH:21][C:22]=3[CH:23]=2)[CH:4]=[C:3]([O:2][CH3:1])[CH:8]=1. The catalyst class is: 37. (4) Reactant: [NH:1]1[CH2:5][CH2:4][C@@H:3]([NH:6][C:7]([CH:9]2[CH2:11][CH2:10]2)=[O:8])[CH2:2]1.Cl[C:13]1[C:22]2[C:17](=[CH:18][CH:19]=[C:20]([F:23])[CH:21]=2)[N:16]=[C:15]([C:24]2[CH:29]=[CH:28][CH:27]=[CH:26][C:25]=2[OH:30])[N:14]=1.C(N(CC)CC)C. Product: [F:23][C:20]1[CH:21]=[C:22]2[C:17](=[CH:18][CH:19]=1)[N:16]=[C:15]([C:24]1[CH:29]=[CH:28][CH:27]=[CH:26][C:25]=1[OH:30])[N:14]=[C:13]2[N:1]1[CH2:5][CH2:4][C@@H:3]([NH:6][C:7]([CH:9]2[CH2:10][CH2:11]2)=[O:8])[CH2:2]1. The catalyst class is: 2. (5) Reactant: C1COCC1.[N:6]([C:9]1([CH3:27])[CH2:15][CH2:14][CH2:13][N:12]([S:16]([C:19]2[CH:26]=[CH:25][CH:24]=[CH:23][C:20]=2[C:21]#[N:22])(=[O:18])=[O:17])[CH2:11][CH2:10]1)=[N+]=[N-].C1C=CC(P(C2C=CC=CC=2)C2C=CC=CC=2)=CC=1. Product: [NH2:6][C:9]1([CH3:27])[CH2:15][CH2:14][CH2:13][N:12]([S:16]([C:19]2[CH:26]=[CH:25][CH:24]=[CH:23][C:20]=2[C:21]#[N:22])(=[O:18])=[O:17])[CH2:11][CH2:10]1. The catalyst class is: 6. (6) Reactant: [F:1][C:2]1[CH:11]=[C:10]2[C:5]([CH:6]=[CH:7][C:8]([CH3:12])=[N:9]2)=[CH:4][CH:3]=1.[O:13]1CCOCC1. Product: [F:1][C:2]1[CH:11]=[C:10]2[C:5]([CH:6]=[CH:7][C:8]([CH:12]=[O:13])=[N:9]2)=[CH:4][CH:3]=1. The catalyst class is: 5. (7) Reactant: [CH3:1][O:2][C:3]1[CH:8]=[CH:7][C:6]([NH:9][C:10]2[C:19]3[C:14](=[CH:15][CH:16]=[CH:17][CH:18]=3)[N:13]=[C:12]([CH3:20])[N:11]=2)=[CH:5][CH:4]=1.[F:21][CH:22]([F:24])Cl.C(=O)([O-])[O-].[Cs+].[Cs+]. Product: [F:21][CH:22]([N:9]([C:6]1[CH:5]=[CH:4][C:3]([O:2][CH3:1])=[CH:8][CH:7]=1)[C:10]1[C:19]2[C:14](=[CH:15][CH:16]=[CH:17][CH:18]=2)[N:13]=[C:12]([CH3:20])[N:11]=1)[F:24]. The catalyst class is: 42. (8) Reactant: [Br:1][C:2]1[CH:3]=[C:4]([C:11](O)=[O:12])[C:5](=[CH:9][CH:10]=1)[C:6](O)=[O:7]. Product: [Br:1][C:2]1[CH:10]=[CH:9][C:5]([CH2:6][OH:7])=[C:4]([CH2:11][OH:12])[CH:3]=1. The catalyst class is: 1.